This data is from Full USPTO retrosynthesis dataset with 1.9M reactions from patents (1976-2016). The task is: Predict the reactants needed to synthesize the given product. (1) Given the product [NH2:15][C:16]1[NH:8][C:7]2[CH:6]=[CH:5][C:4]([CH2:9][C:10]([N:12]([CH3:13])[CH3:14])=[O:11])=[CH:3][C:2]=2[N:1]=1, predict the reactants needed to synthesize it. The reactants are: [NH2:1][C:2]1[CH:3]=[C:4]([CH2:9][C:10]([N:12]([CH3:14])[CH3:13])=[O:11])[CH:5]=[CH:6][C:7]=1[NH2:8].[N:15]#[C:16]Br. (2) The reactants are: C([O:3][C:4]([C:6]1[S:10][C:9]([N:11]2[C:15]3[CH:16]=[C:17]([O:22][CH3:23])[C:18]([O:20][CH3:21])=[CH:19][C:14]=3[N:13]=[CH:12]2)=[N:8][C:7]=1[C:24]1[CH:29]=[CH:28][CH:27]=[CH:26][CH:25]=1)=O)C.[NH3:30]. Given the product [CH3:21][O:20][C:18]1[C:17]([O:22][CH3:23])=[CH:16][C:15]2[N:11]([C:9]3[S:10][C:6]([C:4]([NH2:30])=[O:3])=[C:7]([C:24]4[CH:29]=[CH:28][CH:27]=[CH:26][CH:25]=4)[N:8]=3)[CH:12]=[N:13][C:14]=2[CH:19]=1, predict the reactants needed to synthesize it. (3) Given the product [I:9][C:7]1[CH:6]=[CH:5][N:4]=[C:3]([O:13][CH2:10][CH2:11][CH3:12])[CH:8]=1, predict the reactants needed to synthesize it. The reactants are: [Na].Cl[C:3]1[CH:8]=[C:7]([I:9])[CH:6]=[CH:5][N:4]=1.[CH2:10]([OH:13])[CH2:11][CH3:12]. (4) The reactants are: Cl.[NH2:2][CH2:3][C:4]([O:6][CH2:7][CH3:8])=[O:5].[CH3:9][C:10]([CH3:12])=O.C(O[BH-](OC(=O)C)OC(=O)C)(=O)C.[Na+].[OH-].[Na+]. Given the product [CH:10]([NH:2][CH2:3][C:4]([O:6][CH2:7][CH3:8])=[O:5])([CH3:12])[CH3:9], predict the reactants needed to synthesize it. (5) The reactants are: [CH:1]([N:14]1[CH2:17][C:16](=O)[CH2:15]1)([C:8]1[CH:13]=[CH:12][CH:11]=[CH:10][CH:9]=1)[C:2]1[CH:7]=[CH:6][CH:5]=[CH:4][CH:3]=1.Cl.[CH3:20][NH2:21].C(O)(=O)C.[C-:26]#[N:27].[K+]. Given the product [CH:1]([N:14]1[CH2:17][C:16]([NH:27][CH3:26])([C:20]#[N:21])[CH2:15]1)([C:8]1[CH:13]=[CH:12][CH:11]=[CH:10][CH:9]=1)[C:2]1[CH:7]=[CH:6][CH:5]=[CH:4][CH:3]=1, predict the reactants needed to synthesize it. (6) Given the product [Br:12][C:13]1[CH:20]=[CH:19][C:16]([CH2:17][O:7][CH2:6][C:5]2[CH:8]=[CH:9][C:2]([I:1])=[CH:3][CH:4]=2)=[CH:15][CH:14]=1, predict the reactants needed to synthesize it. The reactants are: [I:1][C:2]1[CH:9]=[CH:8][C:5]([CH2:6][OH:7])=[CH:4][CH:3]=1.[H-].[Na+].[Br:12][C:13]1[CH:20]=[CH:19][C:16]([CH2:17]Br)=[CH:15][CH:14]=1.